This data is from Catalyst prediction with 721,799 reactions and 888 catalyst types from USPTO. The task is: Predict which catalyst facilitates the given reaction. Reactant: [OH:1][C:2]1[C:7]([O:8][CH3:9])=[C:6]([O:10][CH3:11])[N:5](CC2C=CC(OC)=CC=2)[C:4](=[O:21])[C:3]=1[C:22]([NH:24][C:25]1[CH:30]=[CH:29][CH:28]=[CH:27][C:26]=1[C:31]1[CH:36]=[CH:35][C:34]([C:37]([F:40])([F:39])[F:38])=[CH:33][CH:32]=1)=[O:23]. Product: [OH:1][C:2]1[C:7]([O:8][CH3:9])=[C:6]([O:10][CH3:11])[NH:5][C:4](=[O:21])[C:3]=1[C:22]([NH:24][C:25]1[CH:30]=[CH:29][CH:28]=[CH:27][C:26]=1[C:31]1[CH:32]=[CH:33][C:34]([C:37]([F:40])([F:38])[F:39])=[CH:35][CH:36]=1)=[O:23]. The catalyst class is: 55.